Dataset: Catalyst prediction with 721,799 reactions and 888 catalyst types from USPTO. Task: Predict which catalyst facilitates the given reaction. (1) Reactant: [CH3:1][CH:2]([OH:4])[CH3:3].[H-].[Na+].Br[CH2:8][C@@H:9]1[O:28][CH2:27][C@:12]2([C:29]3[CH:34]=[CH:33][C:32]([F:35])=[CH:31][C:30]=3[F:36])[N:13]=[C:14]([NH:18][C:19](=[O:26])[C:20]3[CH:25]=[CH:24][CH:23]=[CH:22][CH:21]=3)[S:15][C@H:16]([CH3:17])[C@@H:11]2[CH2:10]1. Product: [F:36][C:30]1[CH:31]=[C:32]([F:35])[CH:33]=[CH:34][C:29]=1[C@:12]12[CH2:27][O:28][C@@H:9]([CH2:8][O:4][CH:2]([CH3:3])[CH3:1])[CH2:10][C@H:11]1[C@@H:16]([CH3:17])[S:15][C:14]([NH:18][C:19](=[O:26])[C:20]1[CH:25]=[CH:24][CH:23]=[CH:22][CH:21]=1)=[N:13]2. The catalyst class is: 7. (2) Reactant: [NH:1]1[C:9]2[C:4](=[CH:5][CH:6]=[CH:7][CH:8]=2)[C:3]([CH2:10][CH:11]([O:17][CH:18]([CH3:20])C)[C:12]([O:14][CH2:15][CH3:16])=[O:13])=[CH:2]1.[H-].[Na+].Br[CH2:24][C:25]([O:27]C(C)(C)C)=[O:26].[Cl-].[NH4+].[CH3:34]N(C)C=O. Product: [C:25]([CH2:24][N:1]1[C:9]2[C:4](=[CH:5][CH:6]=[CH:7][CH:8]=2)[C:3]([CH2:10][CH:11]([O:17][CH2:18][CH2:20][CH3:34])[C:12]([O:14][CH2:15][CH3:16])=[O:13])=[CH:2]1)([OH:27])=[O:26]. The catalyst class is: 6. (3) Reactant: [CH2:1]([N:8]1[CH2:13][CH2:12][N:11]([C:14](=O)[CH2:15][C:16]2[N:17]([C:30]3[CH:35]=[CH:34][CH:33]=[CH:32][CH:31]=3)[N:18]=[C:19]3[C:28]=2[C:27]2[CH:26]=[CH:25][CH:24]=[CH:23][C:22]=2[N:21]=[C:20]3[Cl:29])[CH2:10][CH2:9]1)[C:2]1[CH:7]=[CH:6][CH:5]=[CH:4][CH:3]=1.[H-].[Al+3].[Li+].[H-].[H-].[H-].O.[OH-].[Na+]. Product: [CH2:1]([N:8]1[CH2:13][CH2:12][N:11]([CH2:14][CH2:15][C:16]2[N:17]([C:30]3[CH:35]=[CH:34][CH:33]=[CH:32][CH:31]=3)[N:18]=[C:19]3[C:28]=2[C:27]2[CH:26]=[CH:25][CH:24]=[CH:23][C:22]=2[N:21]=[C:20]3[Cl:29])[CH2:10][CH2:9]1)[C:2]1[CH:3]=[CH:4][CH:5]=[CH:6][CH:7]=1. The catalyst class is: 7. (4) Reactant: [CH3:1][O:2][CH2:3][CH2:4][O:5][C:6]1[CH:11]=[CH:10][C:9](/[CH:12]=[CH:13]/[C:14]([O:16][CH2:17][CH3:18])=[O:15])=[C:8]([O:19][CH2:20][CH:21]2[CH2:25][CH2:24][CH2:23][O:22]2)[CH:7]=1. Product: [CH3:1][O:2][CH2:3][CH2:4][O:5][C:6]1[CH:11]=[CH:10][C:9]([CH2:12][CH2:13][C:14]([O:16][CH2:17][CH3:18])=[O:15])=[C:8]([O:19][CH2:20][CH:21]2[CH2:25][CH2:24][CH2:23][O:22]2)[CH:7]=1. The catalyst class is: 481. (5) Reactant: [CH3:1][C:2]1[CH:3]=[CH:4][C:5]2[NH:11][C:10](=[O:12])[C@@H:9]([NH:13]C(=O)OC(C)(C)C)[CH2:8][O:7][C:6]=2[CH:21]=1.[C:22]([OH:28])([C:24]([F:27])([F:26])[F:25])=[O:23]. Product: [F:25][C:24]([F:27])([F:26])[C:22]([OH:28])=[O:23].[NH2:13][C@H:9]1[CH2:8][O:7][C:6]2[CH:21]=[C:2]([CH3:1])[CH:3]=[CH:4][C:5]=2[NH:11][C:10]1=[O:12]. The catalyst class is: 4. (6) Reactant: C([NH:9][C:10]([NH:12][C:13]1[N:17]([CH2:18][CH:19]([OH:26])[C:20]2[CH:25]=[CH:24][CH:23]=[CH:22][CH:21]=2)[N:16]=[CH:15][C:14]=1[C:27]([O:29]CC)=O)=[S:11])(=O)C1C=CC=CC=1.C(O)(=O)C. Product: [OH:26][CH:19]([C:20]1[CH:25]=[CH:24][CH:23]=[CH:22][CH:21]=1)[CH2:18][N:17]1[C:13]2[NH:12][C:10](=[S:11])[NH:9][C:27](=[O:29])[C:14]=2[CH:15]=[N:16]1. The catalyst class is: 611. (7) Reactant: [OH:1][NH:2][C:3]([O:5][C:6]([CH3:9])([CH3:8])[CH3:7])=[O:4].[OH-].[Na+].[CH3:12][O:13][C:14]1[CH:15]=[C:16]([CH:22]2[CH2:24][O:23]2)[CH:17]=[CH:18][C:19]=1[O:20][CH3:21]. Product: [C:6]([O:5][C:3]([NH:2][O:1][CH2:24][CH:22]([C:16]1[CH:17]=[CH:18][C:19]([O:20][CH3:21])=[C:14]([O:13][CH3:12])[CH:15]=1)[OH:23])=[O:4])([CH3:9])([CH3:8])[CH3:7]. The catalyst class is: 5.